From a dataset of Reaction yield outcomes from USPTO patents with 853,638 reactions. Predict the reaction yield, written as a fraction of the theoretical maximum amount of product (1.0 means a 100% yield; for example, 0.34 means a 34% yield). (1) The yield is 0.120. The reactants are Cl[S:2]([C:5]1[CH:14]=[CH:13][C:12]2[NH:11][C:10](=[O:15])[C:9]3[NH:16][CH:17]=[C:18]([C:19]([OH:21])=[O:20])[C:8]=3[C:7]=2[CH:6]=1)(=[O:4])=[O:3].[F:22][C:23]1[CH:30]=[CH:29][C:26]([NH:27][CH3:28])=[CH:25][CH:24]=1. No catalyst specified. The product is [F:22][C:23]1[CH:30]=[CH:29][C:26]([N:27]([CH3:28])[S:2]([C:5]2[CH:14]=[CH:13][C:12]3[NH:11][C:10](=[O:15])[C:9]4[NH:16][CH:17]=[CH:18][C:8]=4[C:7]=3[CH:6]=2)(=[O:3])=[O:4])=[CH:25][CH:24]=1.[CH2:18]([C:19]([O-:21])=[O:20])[CH3:17]. (2) The catalyst is C(Cl)Cl. The product is [F:1][CH2:2][C:3]1[CH:21]=[CH:20][C:6]([C:7]([NH:9][C:10]2[CH:15]=[CH:14][CH:13]=[C:12]([C:16]([F:17])([F:18])[F:19])[CH:11]=2)=[O:8])=[CH:5][C:4]=1[C:22]1[CH:27]=[CH:26][N:25]=[C:24]([N:28]2[CH2:29][CH2:30][O:31][CH2:32][CH2:33]2)[CH:23]=1. The yield is 0.160. The reactants are [F:1][CH:2](F)[C:3]1[CH:21]=[CH:20][C:6]([C:7]([NH:9][C:10]2[CH:15]=[CH:14][CH:13]=[C:12]([C:16]([F:19])([F:18])[F:17])[CH:11]=2)=[O:8])=[CH:5][C:4]=1[C:22]1[CH:27]=[CH:26][N:25]=[C:24]([N:28]2[CH2:33][CH2:32][O:31][CH2:30][CH2:29]2)[CH:23]=1.C(N(S(F)(F)F)CC)C. (3) The reactants are [F:1][C:2]([F:7])([F:6])[C:3]([OH:5])=[O:4].[CH:8]1([O:12][C:13]2[CH:18]=[CH:17][N:16]=[C:15]([CH2:19][C:20]([O:22]C(C)(C)C)=O)[CH:14]=2)CC[CH2:9]1.S(Cl)(Cl)=O.[NH3:31].CO. The catalyst is C(O)(C(F)(F)F)=O.C(Cl)Cl. The product is [F:1][C:2]([F:7])([F:6])[C:3]([OH:5])=[O:4].[F:6][C:2]1([F:7])[CH2:9][CH:8]([O:12][C:13]2[CH:18]=[CH:17][N:16]=[C:15]([CH2:19][C:20]([NH2:31])=[O:22])[CH:14]=2)[CH2:3]1. The yield is 0.850.